Dataset: Forward reaction prediction with 1.9M reactions from USPTO patents (1976-2016). Task: Predict the product of the given reaction. (1) Given the reactants BrCC1C=CC(S(N2CCOCC2)(=O)=O)=CC=1.Br[CH2:19][C:20]1[CH:25]=[CH:24][C:23]([F:26])=[CH:22][CH:21]=1.COC1C=C(C=CC=1)CNC(C1SC2N(C)C(=O)NC(=O)C=2C=1)=O.[CH3:51][O:52][C:53]1[CH:74]=[CH:73][C:56]([CH2:57][NH:58][C:59]([C:61]2[S:72][C:64]3[N:65]([CH3:71])[C:66](=[O:70])[NH:67][C:68](=[O:69])[C:63]=3[CH:62]=2)=[O:60])=[CH:55][CH:54]=1, predict the reaction product. The product is: [CH3:51][O:52][C:53]1[CH:54]=[CH:55][C:56]([CH2:57][NH:58][C:59]([C:61]2[S:72][C:64]3[N:65]([CH3:71])[C:66](=[O:70])[N:67]([CH2:19][C:20]4[CH:25]=[CH:24][C:23]([F:26])=[CH:22][CH:21]=4)[C:68](=[O:69])[C:63]=3[CH:62]=2)=[O:60])=[CH:73][CH:74]=1. (2) Given the reactants [H-].[Na+].[CH3:3][CH:4]1[CH2:9][CH2:8][N:7]([C:10]([C:12]2[CH:20]=[CH:19][C:18]3[NH:17][C:16]4[CH2:21][CH2:22][N:23]([C:25]([O:27][C:28]([CH3:31])([CH3:30])[CH3:29])=[O:26])[CH2:24][C:15]=4[C:14]=3[CH:13]=2)=[O:11])[CH2:6][CH2:5]1.Br[CH2:33][CH:34]1[CH2:39][CH2:38][O:37][CH2:36][CH2:35]1, predict the reaction product. The product is: [CH3:3][CH:4]1[CH2:9][CH2:8][N:7]([C:10]([C:12]2[CH:20]=[CH:19][C:18]3[N:17]([CH2:33][CH:34]4[CH2:39][CH2:38][O:37][CH2:36][CH2:35]4)[C:16]4[CH2:21][CH2:22][N:23]([C:25]([O:27][C:28]([CH3:30])([CH3:29])[CH3:31])=[O:26])[CH2:24][C:15]=4[C:14]=3[CH:13]=2)=[O:11])[CH2:6][CH2:5]1.